This data is from Catalyst prediction with 721,799 reactions and 888 catalyst types from USPTO. The task is: Predict which catalyst facilitates the given reaction. (1) Reactant: C[O:2][C:3](=[O:28])[CH2:4][CH2:5][O:6][C@H:7]1[CH2:12][CH2:11][C@H:10]([N:13]([CH3:27])[S:14]([C:17]2[CH:22]=[CH:21][C:20]([C:23]([F:26])([F:25])[F:24])=[CH:19][CH:18]=2)(=[O:16])=[O:15])[CH2:9][CH2:8]1.[Li+].[OH-].OS([O-])(=O)=O.[K+]. Product: [CH3:27][N:13]([S:14]([C:17]1[CH:18]=[CH:19][C:20]([C:23]([F:25])([F:26])[F:24])=[CH:21][CH:22]=1)(=[O:16])=[O:15])[C@H:10]1[CH2:11][CH2:12][C@H:7]([O:6][CH2:5][CH2:4][C:3]([OH:28])=[O:2])[CH2:8][CH2:9]1. The catalyst class is: 1. (2) Reactant: [NH2:1][C:2]1[C:3]([CH3:13])=[C:4]([CH:9]=[C:10]([Cl:12])[CH:11]=1)[C:5]([O:7][CH3:8])=[O:6].[CH3:14][O:15][CH2:16][C:17](=O)[CH3:18].C([BH3-])#N.[Na+].CCOC(C)=O. Product: [Cl:12][C:10]1[CH:11]=[C:2]([NH:1][CH:17]([CH3:18])[CH2:16][O:15][CH3:14])[C:3]([CH3:13])=[C:4]([CH:9]=1)[C:5]([O:7][CH3:8])=[O:6]. The catalyst class is: 466. (3) Reactant: [I:1][C:2]1[C:7]([C:8]([OH:10])=O)=[C:6]([O:11][CH3:12])[N:5]=[CH:4][CH:3]=1.Cl.[F:14][C:15]1[CH:20]=[CH:19][CH:18]=[C:17]([F:21])[C:16]=1[NH:22][NH2:23].CCN=C=NCCCN(C)C.Cl.C1C=CC2N(O)N=NC=2C=1. Product: [F:14][C:15]1[CH:20]=[CH:19][CH:18]=[C:17]([F:21])[C:16]=1[NH:22][NH:23][C:8](=[O:10])[C:7]1[C:2]([I:1])=[CH:3][CH:4]=[N:5][C:6]=1[O:11][CH3:12]. The catalyst class is: 287. (4) The catalyst class is: 91. Reactant: [NH2:1][C:2]1[CH:3]=[C:4]([C:8]2[CH:13]=[CH:12][C:11]([O:14][CH2:15][C@@H:16]([C:37]([O:39][CH3:40])=[O:38])[NH:17][C:18]([C:31]3[CH:36]=[CH:35][CH:34]=[CH:33][CH:32]=3)([C:25]3[CH:30]=[CH:29][CH:28]=[CH:27][CH:26]=3)[C:19]3[CH:24]=[CH:23][CH:22]=[CH:21][CH:20]=3)=[CH:10][CH:9]=2)[CH:5]=[CH:6][CH:7]=1.[CH2:41]([O:43][C:44]1[C:45](=O)[C:46](=[O:51])[C:47]=1[O:48]CC)[CH3:42]. Product: [CH2:41]([O:43][C:44]1[C:47](=[O:48])[C:46](=[O:51])[C:45]=1[NH:1][C:2]1[CH:3]=[C:4]([C:8]2[CH:9]=[CH:10][C:11]([O:14][CH2:15][C@@H:16]([C:37]([O:39][CH3:40])=[O:38])[NH:17][C:18]([C:19]3[CH:24]=[CH:23][CH:22]=[CH:21][CH:20]=3)([C:31]3[CH:32]=[CH:33][CH:34]=[CH:35][CH:36]=3)[C:25]3[CH:26]=[CH:27][CH:28]=[CH:29][CH:30]=3)=[CH:12][CH:13]=2)[CH:5]=[CH:6][CH:7]=1)[CH3:42].